The task is: Predict the product of the given reaction.. This data is from Forward reaction prediction with 1.9M reactions from USPTO patents (1976-2016). (1) Given the reactants [CH3:1][O:2][C:3]([N:5]1[C@@H:13]2[C@@H:8]([C@@:9]([OH:23])([C:14]#[C:15][C:16]3[CH:17]=[C:18]([CH3:22])[CH:19]=[CH:20][CH:21]=3)[CH2:10][CH2:11][CH2:12]2)[CH2:7][CH2:6]1)=[O:4].[C:24](O)(=[O:32])[CH2:25][CH2:26][CH2:27][CH2:28][CH2:29][CH2:30][CH3:31], predict the reaction product. The product is: [CH3:1][O:2][C:3]([N:5]1[C@H:13]2[C@H:8]([C@:9]([O:23][C:24](=[O:32])[CH2:25][CH2:26][CH2:27][CH2:28][CH2:29][CH2:30][CH3:31])([C:14]#[C:15][C:16]3[CH:17]=[C:18]([CH3:22])[CH:19]=[CH:20][CH:21]=3)[CH2:10][CH2:11][CH2:12]2)[CH2:7][CH2:6]1)=[O:4]. (2) Given the reactants [F:1][C:2]([F:23])([C:19]([F:22])([F:21])[F:20])[CH2:3][CH2:4][CH2:5][CH:6]([CH2:12][CH2:13][CH2:14][CH2:15][CH2:16][CH:17]=[CH2:18])[C:7]([O:9][CH2:10][CH3:11])=[O:8].ICCCC(F)(F)C(F)(F)F.C(OCC)(=O)CC(OCC)=O.ICCCCCC=C.[CH3:54][O:55][C:56]1[CH:65]=[C:64]2[C:59]([C@H:60]([CH2:75]C=C)[C@@:61]([C:67]3[CH:72]=[CH:71][C:70]([O:73][CH3:74])=[CH:69][CH:68]=3)([CH3:66])[CH2:62][S:63]2)=[CH:58][CH:57]=1, predict the reaction product. The product is: [CH3:54][O:55][C:56]1[CH:65]=[C:64]2[C:59]([C@H:60]([CH2:75][CH:18]=[CH:17][CH2:16][CH2:15][CH2:14][CH2:13][CH2:12][CH:6]([CH2:5][CH2:4][CH2:3][C:2]([F:23])([F:1])[C:19]([F:20])([F:21])[F:22])[C:7]([O:9][CH2:10][CH3:11])=[O:8])[C@@:61]([C:67]3[CH:68]=[CH:69][C:70]([O:73][CH3:74])=[CH:71][CH:72]=3)([CH3:66])[CH2:62][S:63]2)=[CH:58][CH:57]=1.